Predict which catalyst facilitates the given reaction. From a dataset of Catalyst prediction with 721,799 reactions and 888 catalyst types from USPTO. (1) Product: [CH2:9]([O:8][C:4]1[CH:5]=[CH:6][CH:7]=[C:2]([Br:1])[CH:3]=1)[C:10]1[CH:15]=[CH:14][CH:13]=[CH:12][CH:11]=1. Reactant: [Br:1][C:2]1[CH:3]=[C:4]([OH:8])[CH:5]=[CH:6][CH:7]=1.[CH2:9](Br)[C:10]1[CH:15]=[CH:14][CH:13]=[CH:12][CH:11]=1.C(=O)([O-])[O-].[K+].[K+]. The catalyst class is: 21. (2) Reactant: N1C=CC=CC=1.Cl.[CH3:8][O:9][NH2:10].[Cl:11][C:12]1[C:17]([C:18]([C:20]2[CH:25]=[CH:24][CH:23]=[CH:22][CH:21]=2)=O)=[CH:16][N:15]=[C:14]2[N:26]([Si:29]([CH:36]([CH3:38])[CH3:37])([CH:33]([CH3:35])[CH3:34])[CH:30]([CH3:32])[CH3:31])[CH:27]=[CH:28][C:13]=12. Product: [CH3:8][O:9]/[N:10]=[C:18](\[C:17]1[C:12]([Cl:11])=[C:13]2[CH:28]=[CH:27][N:26]([Si:29]([CH:33]([CH3:35])[CH3:34])([CH:36]([CH3:38])[CH3:37])[CH:30]([CH3:32])[CH3:31])[C:14]2=[N:15][CH:16]=1)/[C:20]1[CH:25]=[CH:24][CH:23]=[CH:22][CH:21]=1. The catalyst class is: 8. (3) Reactant: [O:1]=[C:2]1[C:11]2[C:6](=[CH:7][C:8](OS(C(F)(F)F)(=O)=O)=[CH:9][CH:10]=2)[CH2:5][CH2:4][C:3]1([CH2:25][C:26]([O:28][CH2:29][CH3:30])=[O:27])[CH2:20][C:21]([F:24])([F:23])[F:22].C([O-])(=O)C.[K+].[CH3:36][C:37]1([CH3:53])[C:41]([CH3:43])([CH3:42])[O:40][B:39]([B:39]2[O:40][C:41]([CH3:43])([CH3:42])[C:37]([CH3:53])([CH3:36])[O:38]2)[O:38]1. Product: [O:1]=[C:2]1[C:11]2[C:6](=[CH:7][C:8]([B:39]3[O:40][C:41]([CH3:43])([CH3:42])[C:37]([CH3:53])([CH3:36])[O:38]3)=[CH:9][CH:10]=2)[CH2:5][CH2:4][C:3]1([CH2:25][C:26]([O:28][CH2:29][CH3:30])=[O:27])[CH2:20][C:21]([F:22])([F:24])[F:23]. The catalyst class is: 368.